Dataset: Full USPTO retrosynthesis dataset with 1.9M reactions from patents (1976-2016). Task: Predict the reactants needed to synthesize the given product. (1) Given the product [CH2:1]([O:3][C:4](=[O:27])[CH2:5][C:6]1[CH:11]=[CH:10][C:9]([O:12][CH3:13])=[C:8]([O:14][C:15]2[CH:20]=[CH:19][C:18]([C:21]([F:23])([F:24])[F:22])=[CH:17][C:16]=2[CH2:25][NH:35][CH2:28][C:29]2[CH:34]=[CH:33][CH:32]=[CH:31][CH:30]=2)[CH:7]=1)[CH3:2], predict the reactants needed to synthesize it. The reactants are: [CH2:1]([O:3][C:4](=[O:27])[CH2:5][C:6]1[CH:11]=[CH:10][C:9]([O:12][CH3:13])=[C:8]([O:14][C:15]2[CH:20]=[CH:19][C:18]([C:21]([F:24])([F:23])[F:22])=[CH:17][C:16]=2[CH:25]=O)[CH:7]=1)[CH3:2].[CH2:28]([NH2:35])[C:29]1[CH:34]=[CH:33][CH:32]=[CH:31][CH:30]=1. (2) Given the product [ClH:1].[CH3:10][O:5][C:4](=[O:6])[C@@H:3]([NH2:2])[CH2:7][CH2:8][CH3:9], predict the reactants needed to synthesize it. The reactants are: [ClH:1].[NH2:2][C@@H:3]([CH2:7][CH2:8][CH3:9])[C:4]([OH:6])=[O:5].[CH3:10]O. (3) The reactants are: S(Cl)(Cl)=O.[N:5]([C@H:8]([CH3:12])[C:9](O)=[O:10])=[N+:6]=[N-:7].[NH2:13][C:14]1[C:15]([Cl:21])=[N:16][C:17]([Cl:20])=[CH:18][CH:19]=1.O. Given the product [N:5]([C@H:8]([CH3:12])[C:9]([NH:13][C:14]1[C:15]([Cl:21])=[N:16][C:17]([Cl:20])=[CH:18][CH:19]=1)=[O:10])=[N+:6]=[N-:7], predict the reactants needed to synthesize it. (4) Given the product [CH3:11][O:12][C:13]1[NH:1][C:2]2[CH:3]=[C:4]([OH:10])[CH:5]=[C:6]([CH3:9])[C:7]=2[N:8]=1, predict the reactants needed to synthesize it. The reactants are: [NH2:1][C:2]1[CH:3]=[C:4]([OH:10])[CH:5]=[C:6]([CH3:9])[C:7]=1[NH2:8].[C:11](OC)(OC)(OC)[O:12][CH3:13].[OH-].[Na+].